From a dataset of Forward reaction prediction with 1.9M reactions from USPTO patents (1976-2016). Predict the product of the given reaction. (1) Given the reactants C([O:5][C:6](=[O:17])[NH:7][C:8]1[S:9][CH:10]=[C:11]([C:13]([OH:16])([CH3:15])[CH3:14])[N:12]=1)(C)(C)C.FC(F)(F)C(O)=O, predict the reaction product. The product is: [OH:16][C:13]([C:11]1[N:12]=[C:8]([NH:7][C:6](=[O:5])[OH:17])[S:9][CH:10]=1)([CH3:14])[CH3:15]. (2) Given the reactants [CH3:1][CH:2]([CH2:4][C:5]([CH2:7][CH:8](C=C)[CH3:9])=[O:6])[CH3:3].[C:12](=[O:15])(O)[O-:13].[Na+].I([O-])(=O)(=O)=O.[Na+].[Mn]([O-])(=O)(=O)=O.[K+].S(=O)(O)[O-].[Na+], predict the reaction product. The product is: [CH3:9][CH:8]([CH2:7][C:5](=[O:6])[CH2:4][CH:2]([CH3:3])[CH3:1])[C:12]([OH:13])=[O:15]. (3) Given the reactants [Cl:1][C:2]1[CH:7]=[CH:6][C:5]([N:8]2[C:12](=[O:13])[CH:11]=[CH:10][C:9]2=[O:14])=[CH:4][CH:3]=1.[CH2:15]([O:17][C:18](=[O:22])[CH:19]=[N+]=[N-])[CH3:16], predict the reaction product. The product is: [CH2:15]([O:17][C:18]([CH:19]1[CH:10]2[CH:11]1[C:12](=[O:13])[N:8]([C:5]1[CH:4]=[CH:3][C:2]([Cl:1])=[CH:7][CH:6]=1)[C:9]2=[O:14])=[O:22])[CH3:16].